From a dataset of Full USPTO retrosynthesis dataset with 1.9M reactions from patents (1976-2016). Predict the reactants needed to synthesize the given product. (1) The reactants are: [CH2:1]([O:3][C:4](=[O:21])[N:5]([C:15]1[CH:20]=[CH:19][CH:18]=[CH:17][CH:16]=1)[CH2:6][CH2:7][NH:8][C:9](=O)[C:10](F)(F)F)[CH3:2].[Br:22][C:23]1[N:27]2[N:28]=C(F)C=[CH:31][C:26]2=[N:25][CH:24]=1.C(=O)([O-])[O-].[K+].[K+].O. Given the product [CH2:1]([O:3][C:4](=[O:21])[N:5]([CH2:6][CH2:7][NH:8][C:9]1[CH:10]=[CH:31][C:26]2[N:27]([C:23]([Br:22])=[CH:24][N:25]=2)[N:28]=1)[C:15]1[CH:20]=[CH:19][CH:18]=[CH:17][CH:16]=1)[CH3:2], predict the reactants needed to synthesize it. (2) Given the product [Si:17]([O:15][CH2:14][CH2:13][NH:12][C:11]([C:9]1[N:10]=[C:6]([N:4]2[CH2:5][CH:2]([OH:1])[CH2:3]2)[S:7][CH:8]=1)=[O:16])([C:20]([CH3:23])([CH3:22])[CH3:21])([CH3:19])[CH3:18], predict the reactants needed to synthesize it. The reactants are: [OH:1][CH:2]1[CH2:5][N:4]([C:6]2[S:7][CH:8]=[C:9]([C:11](=[O:16])[NH:12][CH2:13][CH2:14][OH:15])[N:10]=2)[CH2:3]1.[Si:17](Cl)([C:20]([CH3:23])([CH3:22])[CH3:21])([CH3:19])[CH3:18].N1C=CN=C1.CO.